This data is from Forward reaction prediction with 1.9M reactions from USPTO patents (1976-2016). The task is: Predict the product of the given reaction. (1) Given the reactants ClC1C([CH:8]([C:20]2[CH:21]=[C:22]3[C:27](=[CH:28][CH:29]=2)[N:26]=[CH:25][C:24]([C:30]2[CH:35]=[CH:34][CH:33]=[CH:32][CH:31]=2)=[N:23]3)[N:9]2[C:17](=O)C3C(=CC=CC=3)C2=O)=NC=CN=1.NN.[CH2:38]([Cl:40])Cl, predict the reaction product. The product is: [Cl:40][C:38]1[C:17]([NH:9][CH2:8][C:20]2[CH:21]=[C:22]3[C:27](=[CH:28][CH:29]=2)[N:26]=[CH:25][C:24]([C:30]2[CH:31]=[CH:32][CH:33]=[CH:34][CH:35]=2)=[N:23]3)=[N:23][CH:22]=[CH:27][N:26]=1. (2) Given the reactants [CH3:1][S:2]([O:5][CH2:6][C:7]1[C:8]([C@@H:14]([NH:18][C:19]([O:21][C:22]([CH3:25])([CH3:24])[CH3:23])=[O:20])[CH:15]([CH3:17])[CH3:16])=[N:9][CH:10]=[C:11]([Cl:13])[CH:12]=1)(=[O:4])=[O:3].Cl[C:27]1C=C(C(O)C)C([C@@H](NC(=O)OC(C)(C)C)C(C)C)=NC=1, predict the reaction product. The product is: [CH3:1][S:2]([O:5][CH:6]([C:7]1[C:8]([C@@H:14]([NH:18][C:19]([O:21][C:22]([CH3:23])([CH3:25])[CH3:24])=[O:20])[CH:15]([CH3:17])[CH3:16])=[N:9][CH:10]=[C:11]([Cl:13])[CH:12]=1)[CH3:27])(=[O:3])=[O:4]. (3) Given the reactants [NH2:1][C:2]1[CH:7]=[CH:6][C:5](Br)=[C:4]([C:9]([F:12])([F:11])[F:10])[N:3]=1.[B:13]1([B:13]2[O:17][C:16]([CH3:19])([CH3:18])[C:15]([CH3:21])([CH3:20])[O:14]2)[O:17][C:16]([CH3:19])([CH3:18])[C:15]([CH3:21])([CH3:20])[O:14]1.CC([O-])=O.[K+], predict the reaction product. The product is: [CH3:20][C:15]1([CH3:21])[C:16]([CH3:19])([CH3:18])[O:17][B:13]([C:5]2[CH:6]=[CH:7][C:2]([NH2:1])=[N:3][C:4]=2[C:9]([F:12])([F:11])[F:10])[O:14]1. (4) Given the reactants Br[C:2]1[CH:24]=[N:23][C:5]2[N:6]([CH3:22])[C:7](=[O:21])[N:8]([CH2:11][CH2:12][CH2:13][O:14][CH:15]3[CH2:20][CH2:19][CH2:18][CH2:17][O:16]3)[C:9](=[O:10])[C:4]=2[C:3]=1[CH:25]([OH:30])[CH2:26][CH:27]([CH3:29])[CH3:28].[CH:31]([C:34]1[CH:39]=[CH:38][CH:37]=[CH:36][C:35]=1B(O)O)([CH3:33])[CH3:32].[O-]P([O-])([O-])=O.[K+].[K+].[K+], predict the reaction product. The product is: [OH:30][CH:25]([C:3]1[C:4]2[C:9](=[O:10])[N:8]([CH2:11][CH2:12][CH2:13][O:14][CH:15]3[CH2:20][CH2:19][CH2:18][CH2:17][O:16]3)[C:7](=[O:21])[N:6]([CH3:22])[C:5]=2[N:23]=[CH:24][C:2]=1[C:35]1[CH:36]=[CH:37][CH:38]=[CH:39][C:34]=1[CH:31]([CH3:33])[CH3:32])[CH2:26][CH:27]([CH3:28])[CH3:29]. (5) Given the reactants [CH3:1][CH:2]([CH3:30])[CH2:3][N:4]([CH2:9][C@H:10]1[CH2:15][N:14](C(OC(C)(C)C)=O)[CH2:13][CH2:12][N:11]1C(OC(C)(C)C)=O)[S:5]([CH3:8])(=[O:7])=[O:6].[ClH:31], predict the reaction product. The product is: [ClH:31].[ClH:31].[CH3:1][CH:2]([CH3:30])[CH2:3][N:4]([CH2:9][C@H:10]1[CH2:15][NH:14][CH2:13][CH2:12][NH:11]1)[S:5]([CH3:8])(=[O:6])=[O:7]. (6) Given the reactants [Br:1][C:2]1[CH:3]=[C:4]2[C:8](=[CH:9][CH:10]=1)[C:7]([CH3:14])(C(O)=O)[CH2:6][CH2:5]2.C([N:17](CC)CC)C.C1(P(N=[N+]=[N-])(C2C=CC=CC=2)=O)C=CC=CC=1.C[Si](C)(C)[O-].[Na+].[OH-].[Na+], predict the reaction product. The product is: [Br:1][C:2]1[CH:3]=[C:4]2[C:8](=[CH:9][CH:10]=1)[C:7]([NH2:17])([CH3:14])[CH2:6][CH2:5]2. (7) Given the reactants [C:1]([O:5][C:6]([N:8]1[C@H:17]([C:18]([NH:20][C@H:21]([CH2:40][C:41]2[CH:46]=[CH:45][C:44]([Cl:47])=[CH:43][CH:42]=2)[C:22]([N:24]2[CH2:29][CH2:28][N:27]([C:30]3[CH:39]=[CH:38][CH:37]=[CH:36][C:31]=3[C:32]([O:34]C)=[O:33])[CH2:26][CH2:25]2)=[O:23])=[O:19])[CH2:16][C:15]2[C:10](=[CH:11][CH:12]=[CH:13][CH:14]=2)[CH2:9]1)=[O:7])([CH3:4])([CH3:3])[CH3:2].[Li+].[OH-], predict the reaction product. The product is: [C:1]([O:5][C:6]([N:8]1[C@H:17]([C:18]([NH:20][C@H:21]([CH2:40][C:41]2[CH:42]=[CH:43][C:44]([Cl:47])=[CH:45][CH:46]=2)[C:22]([N:24]2[CH2:29][CH2:28][N:27]([C:30]3[CH:39]=[CH:38][CH:37]=[CH:36][C:31]=3[C:32]([OH:34])=[O:33])[CH2:26][CH2:25]2)=[O:23])=[O:19])[CH2:16][C:15]2[C:10](=[CH:11][CH:12]=[CH:13][CH:14]=2)[CH2:9]1)=[O:7])([CH3:4])([CH3:2])[CH3:3].